Dataset: Reaction yield outcomes from USPTO patents with 853,638 reactions. Task: Predict the reaction yield, written as a fraction of the theoretical maximum amount of product (1.0 means a 100% yield; for example, 0.34 means a 34% yield). (1) The reactants are Cl.[Br:2][C:3]1[CH:8]=[CH:7][C:6]([NH:9]N)=[CH:5][CH:4]=1.[CH:11]1([CH:15]=O)[CH2:14][CH2:13][CH2:12]1. The catalyst is CC(O)=O. The product is [Br:2][C:3]1[CH:8]=[C:7]2[C:6](=[CH:5][CH:4]=1)[N:9]=[CH:15][C:11]12[CH2:14][CH2:13][CH2:12]1. The yield is 0.470. (2) The reactants are [Cl:1][C:2]1[CH:7]=[CH:6][CH:5]=[CH:4][C:3]=1[C:8]1([C:13]([O:15][CH3:16])=[O:14])[CH2:10][CH:9]1[CH:11]=O.[CH3:17][NH2:18].[BH4-].[Na+]. The catalyst is CO. The product is [Cl:1][C:2]1[CH:7]=[CH:6][CH:5]=[CH:4][C:3]=1[C:8]1([C:13]([O:15][CH3:16])=[O:14])[CH2:10][CH:9]1[CH2:11][NH:18][CH3:17]. The yield is 0.600. (3) The reactants are C[N:2]1[CH:7]=[C:6]([N+:8]([O-:10])=[O:9])[CH:5]=[C:4]([N+]([O-])=O)[C:3]1=O.[CH2:15]([N:22]1[CH2:27]CC(=O)[CH2:24][CH2:23]1)[C:16]1[CH:21]=[CH:20][CH:19]=[CH:18][CH:17]=1.N. The catalyst is CO. The product is [CH2:15]([N:22]1[CH2:23][CH2:24][C:3]2[N:2]=[CH:7][C:6]([N+:8]([O-:10])=[O:9])=[CH:5][C:4]=2[CH2:27]1)[C:16]1[CH:21]=[CH:20][CH:19]=[CH:18][CH:17]=1. The yield is 0.497. (4) The yield is 0.517. The catalyst is C(Cl)Cl. The product is [CH3:1][O:2][C:3]([C:5]1[C:10]([CH3:11])=[N:9][CH:8]=[CH:7][N+:6]=1[O-:13])=[O:4]. The reactants are [CH3:1][O:2][C:3]([C:5]1[C:10]([CH3:11])=[N+:9]([O-])[CH:8]=[CH:7][N+:6]=1[O-:13])=[O:4].COC(C1C(C)=[N+]([O-])C=CN=1)=O. (5) The reactants are Br[C:2]1[C:3]([Cl:15])=[CH:4][C:5]2[CH:9]=[C:8]([C:10]([O:12][CH3:13])=[O:11])[S:7][C:6]=2[CH:14]=1.[CH3:16][S:17]([NH2:20])(=[O:19])=[O:18].CC1(C)C2C(=C(P(C3C=CC=CC=3)C3C=CC=CC=3)C=CC=2)OC2C(P(C3C=CC=CC=3)C3C=CC=CC=3)=CC=CC1=2.C([O-])([O-])=O.[Cs+].[Cs+]. The catalyst is O1CCOCC1. The product is [Cl:15][C:3]1[C:2]([NH:20][S:17]([CH3:16])(=[O:19])=[O:18])=[CH:14][C:6]2[S:7][C:8]([C:10]([O:12][CH3:13])=[O:11])=[CH:9][C:5]=2[CH:4]=1. The yield is 0.510.